Dataset: HIV replication inhibition screening data with 41,000+ compounds from the AIDS Antiviral Screen. Task: Binary Classification. Given a drug SMILES string, predict its activity (active/inactive) in a high-throughput screening assay against a specified biological target. (1) The drug is COC(=O)Cc1c(C2Nc3ccccc3C2CC(=O)OC)[nH]c2ccccc12.Cl. The result is 0 (inactive). (2) The compound is O=C1OC(=O)C2C1C1C(c3ccccc3)=C(c3ccccc3)C2(O)C2C(=O)OC(=O)C12. The result is 0 (inactive). (3) The drug is CC12C(C(=O)O)C1(c1ccccc1)C2C(=O)O. The result is 0 (inactive).